From a dataset of Forward reaction prediction with 1.9M reactions from USPTO patents (1976-2016). Predict the product of the given reaction. (1) Given the reactants Br[C:2]1[N:6]2[CH:7]=[CH:8][N:9]=[C:10](Cl)[C:5]2=[N:4][CH:3]=1.[CH2:12]([NH2:17])[CH2:13][CH2:14][CH2:15][CH3:16].CCN(C(C)C)C(C)C.[CH:27]1([NH:30][C:31]([C:33]2[CH:38]=[CH:37][C:36](B(O)O)=[CH:35][CH:34]=2)=[O:32])[CH2:29][CH2:28]1, predict the reaction product. The product is: [CH:27]1([NH:30][C:31](=[O:32])[C:33]2[CH:38]=[CH:37][C:36]([C:2]3[N:6]4[CH:7]=[CH:8][N:9]=[C:10]([NH:17][CH2:12][CH2:13][CH2:14][CH2:15][CH3:16])[C:5]4=[N:4][CH:3]=3)=[CH:35][CH:34]=2)[CH2:29][CH2:28]1. (2) Given the reactants [Cl:1][C:2]1[CH:3]=[CH:4][C:5]([NH:8][C:9]([CH2:11][N:12]2[C:16]3=[CH:17][S:18][C:19]([C:20]([OH:22])=O)=[C:15]3[N:14]=[C:13]2[C:23](=[O:34])[NH:24][CH:25]2[CH2:30][CH2:29][N:28]([CH:31]([CH3:33])[CH3:32])[CH2:27][CH2:26]2)=[O:10])=[N:6][CH:7]=1.[CH2:35]1[CH2:41][O:40][CH2:39][CH2:38][NH:37][CH2:36]1.Cl, predict the reaction product. The product is: [CH:31]([N:28]1[CH2:29][CH2:30][CH:25]([NH:24][C:23]([C:13]2[N:12]([CH2:11][C:9](=[O:10])[NH:8][C:5]3[CH:4]=[CH:3][C:2]([Cl:1])=[CH:7][N:6]=3)[C:16]3[C:15](=[C:19]([C:20]([N:37]4[CH2:36][CH2:35][CH2:41][O:40][CH2:39][CH2:38]4)=[O:22])[S:18][CH:17]=3)[N:14]=2)=[O:34])[CH2:26][CH2:27]1)([CH3:32])[CH3:33]. (3) Given the reactants [H-].[Na+].[Cl:3][C:4]1[CH:5]=[CH:6][C:7]([C:11]2[N:15]([CH2:16][CH:17]3[CH2:22][CH2:21][CH2:20][CH2:19][CH2:18]3)[C:14]3[CH:23]=[C:24]([F:28])[C:25]([F:27])=[CH:26][C:13]=3[N:12]=2)=[C:8]([OH:10])[CH:9]=1.Br[CH2:30][C:31]1[CH:36]=[CH:35][CH:34]=[CH:33][C:32]=1[Cl:37], predict the reaction product. The product is: [Cl:3][C:4]1[CH:5]=[CH:6][C:7]([C:11]2[N:15]([CH2:16][CH:17]3[CH2:18][CH2:19][CH2:20][CH2:21][CH2:22]3)[C:14]3[CH:23]=[C:24]([F:28])[C:25]([F:27])=[CH:26][C:13]=3[N:12]=2)=[C:8]([O:10][CH2:30][C:31]2[CH:36]=[CH:35][CH:34]=[CH:33][C:32]=2[Cl:37])[CH:9]=1. (4) Given the reactants [Br:1][C:2]1[C:3]([F:11])=[C:4]([N+:8]([O-])=O)[CH:5]=[CH:6][CH:7]=1, predict the reaction product. The product is: [Br:1][C:2]1[C:3]([F:11])=[C:4]([CH:5]=[CH:6][CH:7]=1)[NH2:8]. (5) Given the reactants [CH3:1][C:2]1[CH:7]=[CH:6][C:5]([S:8]([NH:11][C:12](=[O:44])[O:13][CH2:14][CH2:15][C:16]2[CH:21]=[CH:20][C:19]([NH:22][C:23]3[CH:28]=[C:27]([Cl:29])[C:26]([C:30]([F:33])([F:32])[F:31])=[CH:25][C:24]=3[NH:34][C:35]([C:37]3[CH:41]=[C:40]([CH3:42])[N:39]([CH3:43])[N:38]=3)=O)=[CH:18][CH:17]=2)(=[O:10])=[O:9])=[CH:4][CH:3]=1.Cl, predict the reaction product. The product is: [CH3:1][C:2]1[CH:7]=[CH:6][C:5]([S:8]([NH:11][C:12](=[O:44])[O:13][CH2:14][CH2:15][C:16]2[CH:21]=[CH:20][C:19]([N:22]3[C:23]4[CH:28]=[C:27]([Cl:29])[C:26]([C:30]([F:32])([F:31])[F:33])=[CH:25][C:24]=4[N:34]=[C:35]3[C:37]3[CH:41]=[C:40]([CH3:42])[N:39]([CH3:43])[N:38]=3)=[CH:18][CH:17]=2)(=[O:10])=[O:9])=[CH:4][CH:3]=1. (6) Given the reactants [Cl:1][C:2]1[CH:7]=[CH:6][CH:5]=[CH:4][C:3]=1[CH:8]([O:10][C:11](=[O:34])[NH:12][C:13]1[C:14]([CH3:33])=[N:15][O:16][C:17]=1[C:18]1[CH:23]=[CH:22][CH:21]=[C:20](B2OC(C)(C)C(C)(C)O2)[CH:19]=1)[CH3:9].Br[C:36]1[CH:37]=[CH:38][C:39]([C:42]([O:44][CH3:45])=[O:43])=[N:40][CH:41]=1.C(=O)(O)[O-].[Na+], predict the reaction product. The product is: [CH3:45][O:44][C:42]([C:39]1[CH:38]=[CH:37][C:36]([C:20]2[CH:21]=[CH:22][CH:23]=[C:18]([C:17]3[O:16][N:15]=[C:14]([CH3:33])[C:13]=3[NH:12][C:11]([O:10][CH:8]([C:3]3[CH:4]=[CH:5][CH:6]=[CH:7][C:2]=3[Cl:1])[CH3:9])=[O:34])[CH:19]=2)=[CH:41][N:40]=1)=[O:43]. (7) Given the reactants [Br:1][C:2]1[CH:7]=[CH:6][C:5]([C@@H:8]2[CH2:10][C@H:9]2[CH2:11][CH2:12]OS(C)(=O)=O)=[CH:4][CH:3]=1.Br[C:19]1[CH:24]=C[C:22]([C@@H]2C[C@@H]2CCOS(C)(=O)=O)=[CH:21][CH:20]=1.[NH3:35], predict the reaction product. The product is: [Br:1][C:2]1[CH:7]=[CH:6][C:5]([C@@H:8]2[CH2:10][C@H:9]2[CH2:11][CH2:12][N:35]2[CH2:22][CH2:21][CH2:20][C@H:19]2[CH3:24])=[CH:4][CH:3]=1.